Dataset: Full USPTO retrosynthesis dataset with 1.9M reactions from patents (1976-2016). Task: Predict the reactants needed to synthesize the given product. Given the product [CH2:1]([O:3][C:4](=[O:16])[CH2:5][N:6]1[C:14]2[C:9](=[CH:10][CH:11]=[C:12]([NH:15][CH2:30][CH2:29][CH2:28][C:27]#[C:26][C:23]3[CH:24]=[CH:25][C:20]([O:19][C:18]([F:17])([F:36])[F:37])=[CH:21][CH:22]=3)[CH:13]=2)[CH:8]=[CH:7]1)[CH3:2], predict the reactants needed to synthesize it. The reactants are: [CH2:1]([O:3][C:4](=[O:16])[CH2:5][N:6]1[C:14]2[C:9](=[CH:10][CH:11]=[C:12]([NH2:15])[CH:13]=2)[CH:8]=[CH:7]1)[CH3:2].[F:17][C:18]([F:37])([F:36])[O:19][C:20]1[CH:25]=[CH:24][C:23]([C:26]#[C:27][CH2:28][CH2:29][CH2:30]OS(C)(=O)=O)=[CH:22][CH:21]=1.C(=O)([O-])[O-].[K+].[K+].